From a dataset of Forward reaction prediction with 1.9M reactions from USPTO patents (1976-2016). Predict the product of the given reaction. The product is: [ClH:27].[ClH:27].[NH2:20][C@@H:10]([C:11]1[C:12]([O:18][CH3:19])=[N:13][CH:14]=[C:15]([F:17])[CH:16]=1)[CH2:9][OH:8]. Given the reactants [Si]([O:8][CH2:9][C@@H:10]([NH:20][S@](C(C)(C)C)=O)[C:11]1[C:12]([O:18][CH3:19])=[N:13][CH:14]=[C:15]([F:17])[CH:16]=1)(C(C)(C)C)(C)C.[ClH:27].O1CCOCC1, predict the reaction product.